Task: Predict the reaction yield, written as a fraction of the theoretical maximum amount of product (1.0 means a 100% yield; for example, 0.34 means a 34% yield).. Dataset: Reaction yield outcomes from USPTO patents with 853,638 reactions (1) The reactants are [Si:1]([O:8][C@H:9]1[CH2:13][N:12]([C:14](=[O:43])[C:15]2[CH:20]=[CH:19][CH:18]=[C:17]([C:21]([C:29]3[CH:34]=[CH:33][CH:32]=[C:31]([F:35])[C:30]=3[C:36]3[CH:41]=[CH:40][CH:39]=[C:38]([CH3:42])[CH:37]=3)(O)[CH2:22][CH2:23][CH2:24][CH2:25][O:26][CH3:27])[CH:16]=2)[CH2:11][C@H:10]1[NH:44][C:45](=[O:51])[O:46][C:47]([CH3:50])([CH3:49])[CH3:48])([C:4]([CH3:7])([CH3:6])[CH3:5])([CH3:3])[CH3:2].CC[N+](S(N=C(OC)[O-])(=O)=O)(CC)CC. The catalyst is C1(C)C=CC=CC=1. The product is [Si:1]([O:8][C@H:9]1[CH2:13][N:12]([C:14](=[O:43])[C:15]2[CH:20]=[CH:19][CH:18]=[C:17](/[C:21](/[C:29]3[CH:34]=[CH:33][CH:32]=[C:31]([F:35])[C:30]=3[C:36]3[CH:41]=[CH:40][CH:39]=[C:38]([CH3:42])[CH:37]=3)=[CH:22]/[CH2:23][CH2:24][CH2:25][O:26][CH3:27])[CH:16]=2)[CH2:11][C@H:10]1[NH:44][C:45](=[O:51])[O:46][C:47]([CH3:50])([CH3:49])[CH3:48])([C:4]([CH3:7])([CH3:6])[CH3:5])([CH3:3])[CH3:2]. The yield is 0.410. (2) The reactants are C(#N)C.[Cl:4][C:5]1[C:6]([N:12]2[CH:16]([C:17]([O:19][CH2:20][CH3:21])=[O:18])[CH2:15][C:14](=O)[NH:13]2)=[N:7][CH:8]=[C:9]([Cl:11])[CH:10]=1.P(Br)(Br)([Br:25])=O.C(=O)([O-])[O-].[Na+].[Na+]. The catalyst is ClCCl.O. The product is [Br:25][C:14]1[CH2:15][CH:16]([C:17]([O:19][CH2:20][CH3:21])=[O:18])[N:12]([C:6]2[C:5]([Cl:4])=[CH:10][C:9]([Cl:11])=[CH:8][N:7]=2)[N:13]=1. The yield is 0.670.